Predict the reaction yield, written as a fraction of the theoretical maximum amount of product (1.0 means a 100% yield; for example, 0.34 means a 34% yield). From a dataset of Reaction yield outcomes from USPTO patents with 853,638 reactions. The reactants are [Br:1][C:2]1[CH:3]=[C:4]([NH:9]C(=O)C)[CH:5]=[C:6]([F:8])[CH:7]=1.Cl.[OH-].[Na+]. The catalyst is C(O)C. The product is [Br:1][C:2]1[CH:3]=[C:4]([CH:5]=[C:6]([F:8])[CH:7]=1)[NH2:9]. The yield is 0.750.